Dataset: TCR-epitope binding with 47,182 pairs between 192 epitopes and 23,139 TCRs. Task: Binary Classification. Given a T-cell receptor sequence (or CDR3 region) and an epitope sequence, predict whether binding occurs between them. (1) The epitope is ATVVIGTSK. The TCR CDR3 sequence is CAISDSGTEFGQYF. Result: 0 (the TCR does not bind to the epitope). (2) The epitope is KTWGQYWQV. The TCR CDR3 sequence is CASRSTGEISNEQYF. Result: 0 (the TCR does not bind to the epitope).